This data is from Full USPTO retrosynthesis dataset with 1.9M reactions from patents (1976-2016). The task is: Predict the reactants needed to synthesize the given product. (1) Given the product [CH2:31]([O:33][C:34](=[O:37])[CH2:35][NH:36][C:20](=[O:21])[C:19]1[CH:18]=[CH:17][C:16]([S:13](=[O:14])(=[O:15])[NH:12][C:7]2[CH:8]=[CH:9][CH:10]=[CH:11][C:6]=2[C:4](=[O:5])[C:3]2[CH:25]=[CH:26][C:27]([Cl:29])=[CH:28][C:2]=2[Cl:1])=[CH:24][CH:23]=1)[CH3:32], predict the reactants needed to synthesize it. The reactants are: [Cl:1][C:2]1[CH:28]=[C:27]([Cl:29])[CH:26]=[CH:25][C:3]=1[C:4]([C:6]1[CH:11]=[CH:10][CH:9]=[CH:8][C:7]=1[NH:12][S:13]([C:16]1[CH:24]=[CH:23][C:19]([C:20](O)=[O:21])=[CH:18][CH:17]=1)(=[O:15])=[O:14])=[O:5].Cl.[CH2:31]([O:33][C:34](=[O:37])[CH2:35][NH2:36])[CH3:32]. (2) The reactants are: [Li]CCCC.Br[C:7]1[CH:23]=[CH:22][C:10]([O:11][CH2:12][CH2:13][CH2:14][O:15][CH:16]2[CH2:21][CH2:20][CH2:19][CH2:18][O:17]2)=[C:9]([C:24]([F:27])([F:26])[F:25])[CH:8]=1.[B:28](OC(C)C)([O:33]C(C)C)[O:29]C(C)C. Given the product [O:17]1[CH2:18][CH2:19][CH2:20][CH2:21][CH:16]1[O:15][CH2:14][CH2:13][CH2:12][O:11][C:10]1[CH:22]=[CH:23][C:7]([B:28]([OH:33])[OH:29])=[CH:8][C:9]=1[C:24]([F:27])([F:26])[F:25], predict the reactants needed to synthesize it.